From a dataset of Experimentally validated miRNA-target interactions with 360,000+ pairs, plus equal number of negative samples. Binary Classification. Given a miRNA mature sequence and a target amino acid sequence, predict their likelihood of interaction. (1) The protein sequence of the target gene is MELSQLLNEIRANYEKILTRNQIETVLSTRIQLEEDISKKMDKDEEALKAAQAELKEARRQWHHLQVEIESLHAVERGLENSLHASEQHYQMQLQDLETVIEGLEKELQEVRRGIEKQLQEHEMLLNTKMRLEQEIATYRHLLEKEEIRYYGCIQGGKKDKKPTTSRVGFVLPSAIINEISFTTKVPQKYENENVETVTKQAILNGSIVKESTEAHGTIQTEKVDEVIKEWEGSFFKDNPRLRKKSVSLRFDLHLAATDEGCLETKQDNLPDIEVRLIMRRSCSIPSIKPPSTAN. The miRNA is hsa-miR-4750-5p with sequence CUCGGGCGGAGGUGGUUGAGUG. Result: 0 (no interaction). (2) The miRNA is hsa-miR-3928-5p with sequence UGAAGCUCUAAGGUUCCGCCUGC. The protein sequence of the target gene is MGKGDPNKPRGKMSSYAFFVQTCREEHKKKHPDSSVNFAEFSKKCSERWKTMSAKEKSKFEDMAKSDKARYDREMKNYVPPKGDKKGKKKDPNAPKRPPSAFFLFCSEHRPKIKSEHPGLSIGDTAKKLGEMWSEQSAKDKQPYEQKAAKLKEKYEKDIAAYRAKGKSEAGKKGPGRPTGSKKKNEPEDEEEEEEEEDEDEEEEDEDEE. Result: 1 (interaction).